From a dataset of Forward reaction prediction with 1.9M reactions from USPTO patents (1976-2016). Predict the product of the given reaction. (1) Given the reactants Cl.Cl.Cl.[O:4]1[C:12]2[CH:11]=[CH:10][N:9]=[C:8]([N:13]3[CH2:18][CH2:17][N:16]([CH2:19][CH2:20][C@H:21]4[CH2:26][CH2:25][C@H:24]([NH2:27])[CH2:23][CH2:22]4)[CH2:15][CH2:14]3)[C:7]=2[CH2:6][CH2:5]1.[C:28](O)(=[O:32])[C:29]#[C:30][CH3:31], predict the reaction product. The product is: [O:4]1[C:12]2[CH:11]=[CH:10][N:9]=[C:8]([N:13]3[CH2:18][CH2:17][N:16]([CH2:19][CH2:20][C@H:21]4[CH2:26][CH2:25][C@H:24]([NH:27][C:28](=[O:32])[C:29]#[C:30][CH3:31])[CH2:23][CH2:22]4)[CH2:15][CH2:14]3)[C:7]=2[CH2:6][CH2:5]1. (2) Given the reactants [CH2:1]1[O:13][C:12]2[CH:11]=[C:10]3[C:5]([C:6]([N:14]([CH2:28][CH2:29][N:30]4[CH2:34][CH2:33][CH2:32][CH2:31]4)[C:15](=[O:27])[C:16]4[CH:21]=[C:20]([O:22][CH3:23])[C:19]([O:24][CH3:25])=[CH:18][C:17]=4I)=[CH:7][CH:8]=[N:9]3)=[CH:4][C:3]=2[O:2]1, predict the reaction product. The product is: [CH3:23][O:22][C:20]1[C:19]([O:24][CH3:25])=[CH:18][C:17]2[C:7]3[C:6](=[C:5]4[CH:4]=[C:3]5[O:2][CH2:1][O:13][C:12]5=[CH:11][C:10]4=[N:9][CH:8]=3)[N:14]([CH2:28][CH2:29][N:30]3[CH2:34][CH2:33][CH2:32][CH2:31]3)[C:15](=[O:27])[C:16]=2[CH:21]=1. (3) The product is: [Cl:25][C:26]1[CH:27]=[C:28]([NH:29][C:22]2[C:23]3[N:15]([CH2:14][CH2:13][O:12][CH2:11][CH2:10][OH:9])[CH:16]=[CH:17][C:18]=3[N:19]=[CH:20][N:21]=2)[CH:30]=[CH:31][C:32]=1[O:33][C:34]1[CH:42]=[CH:41][CH:40]=[C:39]2[C:35]=1[CH:36]=[CH:37][NH:38]2. Given the reactants C([O:9][CH2:10][CH2:11][O:12][CH2:13][CH2:14][N:15]1[C:23]2[C:22](Cl)=[N:21][CH:20]=[N:19][C:18]=2[CH:17]=[CH:16]1)(=O)C1C=CC=CC=1.[Cl:25][C:26]1[CH:27]=[C:28]([CH:30]=[CH:31][C:32]=1[O:33][C:34]1[CH:42]=[CH:41][CH:40]=[C:39]2[C:35]=1[CH:36]=[CH:37][NH:38]2)[NH2:29].Cl.N1C=CC=CC=1.[OH-].[Na+].[Cl-].[NH4+], predict the reaction product. (4) Given the reactants [CH2:1]([C:4]1[CH:9]=[CH:8][N:7]=[C:6]([NH2:10])[CH:5]=1)[CH2:2][CH3:3].[Li+].C[Si]([N-][Si](C)(C)C)(C)C.[CH3:21][C:22]1([CH3:38])[C:26]([CH3:28])([CH3:27])[O:25][B:24]([C:29]2[CH:37]=[CH:36][C:32]([C:33](Cl)=[O:34])=[CH:31][CH:30]=2)[O:23]1, predict the reaction product. The product is: [CH2:1]([C:4]1[CH:9]=[CH:8][N:7]=[C:6]([NH:10][C:33](=[O:34])[C:32]2[CH:31]=[CH:30][C:29]([B:24]3[O:25][C:26]([CH3:27])([CH3:28])[C:22]([CH3:38])([CH3:21])[O:23]3)=[CH:37][CH:36]=2)[CH:5]=1)[CH2:2][CH3:3]. (5) Given the reactants [BH3-]C#N.[Na+].[NH2:5][C:6]1[CH:11]=[CH:10][C:9]([C:12]2[C:13]([NH2:28])=[N:14][C:15]([NH2:27])=[N:16][C:17]=2[CH2:18][O:19][CH2:20][C:21]2[CH:26]=[CH:25][CH:24]=[CH:23][CH:22]=2)=[CH:8][CH:7]=1.[N:29]1[CH:34]=[CH:33][C:32]([C:35](=O)[CH3:36])=[CH:31][CH:30]=1.C(O)(=O)C, predict the reaction product. The product is: [CH2:20]([O:19][CH2:18][C:17]1[N:16]=[C:15]([NH2:27])[N:14]=[C:13]([NH2:28])[C:12]=1[C:9]1[CH:10]=[CH:11][C:6]([NH:5][CH:35]([C:32]2[CH:33]=[CH:34][N:29]=[CH:30][CH:31]=2)[CH3:36])=[CH:7][CH:8]=1)[C:21]1[CH:26]=[CH:25][CH:24]=[CH:23][CH:22]=1. (6) Given the reactants [NH2:1][C:2]1[CH:11]=[C:10]2[C:5]([CH2:6][CH2:7][N:8](C(OC(C)(C)C)=O)[CH2:9]2)=[CH:4][CH:3]=1.N1C=CC=CC=1.CN(C1C=CC=CN=1)C.[CH3:34][C:35]1[C:44]2[C:39](=[CH:40][CH:41]=[CH:42][CH:43]=2)[C:38]([S:45]([Cl:48])(=[O:47])=[O:46])=[CH:37][CH:36]=1, predict the reaction product. The product is: [ClH:48].[CH2:9]1[C:10]2[C:5](=[CH:4][CH:3]=[C:2]([NH:1][S:45]([C:38]3[C:39]4[C:44](=[CH:43][CH:42]=[CH:41][CH:40]=4)[C:35]([CH3:34])=[CH:36][CH:37]=3)(=[O:47])=[O:46])[CH:11]=2)[CH2:6][CH2:7][NH:8]1. (7) Given the reactants [C:1]([N:5]1[C:9](=[O:10])[C:8](Cl)=[C:7]([C:12]2[CH:17]=[CH:16][CH:15]=[CH:14][CH:13]=2)[S:6]1(=[O:19])=[O:18])([CH3:4])([CH3:3])[CH3:2].[N:20]1([C:25]2[CH:30]=[CH:29][C:28]([NH2:31])=[CH:27][CH:26]=2)[CH2:24][CH2:23][CH2:22][CH2:21]1, predict the reaction product. The product is: [C:1]([N:5]1[C:9](=[O:10])[C:8]([NH:31][C:28]2[CH:27]=[CH:26][C:25]([N:20]3[CH2:24][CH2:23][CH2:22][CH2:21]3)=[CH:30][CH:29]=2)=[C:7]([C:12]2[CH:17]=[CH:16][CH:15]=[CH:14][CH:13]=2)[S:6]1(=[O:19])=[O:18])([CH3:4])([CH3:3])[CH3:2].